Dataset: Forward reaction prediction with 1.9M reactions from USPTO patents (1976-2016). Task: Predict the product of the given reaction. (1) Given the reactants [C:1]([C:3]1[CH:4]=[C:5]([C:14]2[N:18]([C:19]3[CH:20]=[N:21][CH:22]=[CH:23][CH:24]=3)[N:17]=[C:16]([C:25](O)=[O:26])[CH:15]=2)[CH:6]=[C:7]([O:9][C:10]([F:13])([F:12])[F:11])[CH:8]=1)#[N:2].ClC1C=C(C2N(C3C=CC=CN=3)N=C([C:47]([N:49]3[CH2:53][C:52](=[O:54])[NH:51][CH2:50]3)=O)C=2)C=C(F)C=1.O=C1CNCCN1, predict the reaction product. The product is: [O:54]=[C:52]1[NH:51][CH2:50][CH2:47][N:49]([C:25]([C:16]2[CH:15]=[C:14]([C:5]3[CH:4]=[C:3]([CH:8]=[C:7]([O:9][C:10]([F:12])([F:13])[F:11])[CH:6]=3)[C:1]#[N:2])[N:18]([C:19]3[CH:20]=[N:21][CH:22]=[CH:23][CH:24]=3)[N:17]=2)=[O:26])[CH2:53]1. (2) Given the reactants [N:1]1([C:7]([O:9][C:10]([CH3:13])([CH3:12])[CH3:11])=[O:8])[CH2:6][CH2:5][NH:4][CH2:3][CH2:2]1.C(P(C(C)(C)C)C1C=CC=CC=1C1C=CC=CC=1)(C)(C)C.C(=O)([O-])[O-].[Cs+].[Cs+].Br[C:42]1[CH:43]=[C:44]([CH:71]=[CH:72][CH:73]=1)[CH2:45][N:46]1[CH:51]=[C:50]([C:52]2[O:56][N:55]=[C:54]([C:57]3[CH:62]=[CH:61][C:60]([C:63]([CH3:69])([CH3:68])[C:64]([F:67])([F:66])[F:65])=[CH:59][CH:58]=3)[N:53]=2)[CH:49]=[CH:48][C:47]1=[O:70], predict the reaction product. The product is: [O:70]=[C:47]1[CH:48]=[CH:49][C:50]([C:52]2[O:56][N:55]=[C:54]([C:57]3[CH:58]=[CH:59][C:60]([C:63]([CH3:68])([CH3:69])[C:64]([F:67])([F:66])[F:65])=[CH:61][CH:62]=3)[N:53]=2)=[CH:51][N:46]1[CH2:45][C:44]1[CH:71]=[C:72]([N:4]2[CH2:5][CH2:6][N:1]([C:7]([O:9][C:10]([CH3:13])([CH3:12])[CH3:11])=[O:8])[CH2:2][CH2:3]2)[CH:73]=[CH:42][CH:43]=1. (3) Given the reactants C[O:2][C:3]([CH:5]1[CH2:9][S:8][CH:7]2[CH2:10][C:11]([NH:20][C:21]([O:23][C:24]([CH3:27])([CH3:26])[CH3:25])=[O:22])([C:14]3[CH:19]=[CH:18][CH:17]=[CH:16][CH:15]=3)[C:12](=[O:13])[N:6]12)=O.[NH3:28].CO, predict the reaction product. The product is: [C:24]([O:23][C:21](=[O:22])[NH:20][C:11]1([C:14]2[CH:15]=[CH:16][CH:17]=[CH:18][CH:19]=2)[C:12](=[O:13])[N:6]2[CH:7]([S:8][CH2:9][CH:5]2[C:3](=[O:2])[NH2:28])[CH2:10]1)([CH3:25])([CH3:26])[CH3:27]. (4) Given the reactants [OH:1][CH2:2][CH2:3][C@H:4]([CH:6]1[CH2:11][CH2:10][N:9](C(OC(C)(C)C)=O)[CH2:8][CH2:7]1)[CH3:5].Cl, predict the reaction product. The product is: [NH:9]1[CH2:10][CH2:11][CH:6]([C@H:4]([CH3:5])[CH2:3][CH2:2][OH:1])[CH2:7][CH2:8]1. (5) Given the reactants [CH3:1][C:2]([C:4]1[CH:12]=[CH:11][C:9]([OH:10])=[C:6]([O:7][CH3:8])[CH:5]=1)=[O:3].C(=O)([O-])[O-].[K+].[K+].Br[CH2:20][CH2:21][CH2:22]Cl.Cl.[F:25][C:26]1[CH:40]=[CH:39][C:29]2[C:30]([CH:33]3[CH2:38][CH2:37][NH:36][CH2:35][CH2:34]3)=[N:31][O:32][C:28]=2[CH:27]=1, predict the reaction product. The product is: [CH3:1][C:2]([C:4]1[CH:12]=[CH:11][C:9]([O:10][CH2:20][CH2:21][CH2:22][N:36]2[CH2:35][CH2:34][CH:33]([C:30]3[C:29]4[CH:39]=[CH:40][C:26]([F:25])=[CH:27][C:28]=4[O:32][N:31]=3)[CH2:38][CH2:37]2)=[C:6]([O:7][CH3:8])[CH:5]=1)=[O:3]. (6) Given the reactants [N:1]1([CH2:8][CH2:9][OH:10])[CH2:7][CH2:6][CH2:5][NH:4][CH2:3][CH2:2]1.[CH:11]1([NH:14][C:15](=[O:41])[C:16]2[CH:21]=[C:20]([F:22])[C:19]([CH3:23])=[C:18]([C:24]3[CH:25]=[C:26]4[C:31](=[CH:32][CH:33]=3)[C:30](=[O:34])[N:29]([CH2:35][CH:36]3[CH2:38][CH2:37]3)[CH:28]=[C:27]4[CH:39]=O)[CH:17]=2)[CH2:13][CH2:12]1.C(O[BH-](OC(=O)C)OC(=O)C)(=O)C.[Na+].CO, predict the reaction product. The product is: [CH:11]1([NH:14][C:15](=[O:41])[C:16]2[CH:21]=[C:20]([F:22])[C:19]([CH3:23])=[C:18]([C:24]3[CH:25]=[C:26]4[C:31](=[CH:32][CH:33]=3)[C:30](=[O:34])[N:29]([CH2:35][CH:36]3[CH2:37][CH2:38]3)[CH:28]=[C:27]4[CH2:39][N:4]3[CH2:5][CH2:6][CH2:7][N:1]([CH2:8][CH2:9][OH:10])[CH2:2][CH2:3]3)[CH:17]=2)[CH2:12][CH2:13]1.